This data is from Full USPTO retrosynthesis dataset with 1.9M reactions from patents (1976-2016). The task is: Predict the reactants needed to synthesize the given product. (1) Given the product [C:20]1([NH:19][C:16]([C:11]2[C:10]3[O:9][C:8]4[C:7](=[CH:15][CH:2]=[CH:3][CH:4]=4)[C:2](=[C:3]4[CH2:7][CH:6]5[NH:27][CH:5]([CH2:6][CH2:5]5)[CH2:4]4)[C:15]=3[CH:14]=[CH:13][CH:12]=2)=[O:17])[CH:25]=[CH:24][CH:23]=[CH:22][CH:21]=1, predict the reactants needed to synthesize it. The reactants are: O=[C:2]1[C:15]2[CH:14]=[CH:13][CH:12]=[C:11]([C:16](O)=[O:17])[C:10]=2[O:9][C:8]2[C:3]1=[CH:4][CH:5]=[CH:6][CH:7]=2.[NH2:19][C:20]1[CH:25]=[CH:24][CH:23]=[CH:22][CH:21]=1.[OH-].[NH4+:27]. (2) Given the product [CH2:1]([N:3]1[C:7]2[C:8]([NH:12][C:26]([NH:25][C:17]3[CH:16]=[C:15]([F:14])[CH:20]=[CH:19][C:18]=3[O:21][CH:22]([CH3:24])[CH3:23])=[S:27])=[CH:9][CH:10]=[CH:11][C:6]=2[N:5]=[C:4]1[CH3:13])[CH3:2], predict the reactants needed to synthesize it. The reactants are: [CH2:1]([N:3]1[C:7]2[C:8]([NH2:12])=[CH:9][CH:10]=[CH:11][C:6]=2[N:5]=[C:4]1[CH3:13])[CH3:2].[F:14][C:15]1[CH:20]=[CH:19][C:18]([O:21][CH:22]([CH3:24])[CH3:23])=[C:17]([N:25]=[C:26]=[S:27])[CH:16]=1. (3) Given the product [CH2:1]([O:8][C:9]([N:11]1[CH2:16][CH2:15][N:14]([CH2:17][C:18]2[CH:23]=[CH:22][C:21]([C:29]3[CH:30]=[CH:31][N:26]=[CH:27][CH:28]=3)=[CH:20][CH:19]=2)[C:13](=[O:25])[CH2:12]1)=[O:10])[C:2]1[CH:7]=[CH:6][CH:5]=[CH:4][CH:3]=1, predict the reactants needed to synthesize it. The reactants are: [CH2:1]([O:8][C:9]([N:11]1[CH2:16][CH2:15][N:14]([CH2:17][C:18]2[CH:23]=[CH:22][C:21](Br)=[CH:20][CH:19]=2)[C:13](=[O:25])[CH2:12]1)=[O:10])[C:2]1[CH:7]=[CH:6][CH:5]=[CH:4][CH:3]=1.[N:26]1[CH:31]=[CH:30][C:29](OB(O)O)=[CH:28][CH:27]=1.C(=O)([O-])[O-].[Na+].[Na+].C1(C)C=CC=CC=1. (4) The reactants are: [Br:1][C:2]1[C:3](=[O:20])[CH:4]2[CH:8]([C:9]=1[C:10]1[CH:15]=[CH:14][C:13]([O:16]C)=[C:12]([F:18])[C:11]=1[F:19])[CH2:7][CH2:6][CH2:5]2.B(Br)(Br)Br. Given the product [Br:1][C:2]1[C:3](=[O:20])[CH:4]2[CH:8]([C:9]=1[C:10]1[CH:15]=[CH:14][C:13]([OH:16])=[C:12]([F:18])[C:11]=1[F:19])[CH2:7][CH2:6][CH2:5]2, predict the reactants needed to synthesize it.